From a dataset of CYP2C19 inhibition data for predicting drug metabolism from PubChem BioAssay. Regression/Classification. Given a drug SMILES string, predict its absorption, distribution, metabolism, or excretion properties. Task type varies by dataset: regression for continuous measurements (e.g., permeability, clearance, half-life) or binary classification for categorical outcomes (e.g., BBB penetration, CYP inhibition). Dataset: cyp2c19_veith. (1) The compound is Cc1nn(C(=O)c2ccco2)c(C)c1Sc1ccccc1. The result is 1 (inhibitor). (2) The molecule is O=c1c(-c2cccs2)nc2cnc(Oc3ccccc3)nc2n1-c1ccccc1. The result is 0 (non-inhibitor). (3) The compound is CCOC(=O)c1c(C)c(C(=O)NCCN2CCOCC2)c(C)n1CC. The result is 0 (non-inhibitor). (4) The molecule is CC(C)=CCc1c(C)nc2ccccc2c1C(=O)O. The result is 0 (non-inhibitor).